Predict which catalyst facilitates the given reaction. From a dataset of Catalyst prediction with 721,799 reactions and 888 catalyst types from USPTO. (1) Reactant: [Mg].C([Mg]Cl)(C)C.Br[C:8]1[CH:13]=[C:12]([F:14])[C:11]([C:15]([F:38])([F:37])[O:16][C:17]2[CH:22]=[CH:21][C:20]([C:23]3[CH:28]=[C:27]([F:29])[C:26]([O:30][C:31]([F:34])([F:33])[F:32])=[C:25]([F:35])[CH:24]=3)=[C:19]([F:36])[CH:18]=2)=[C:10]([F:39])[CH:9]=1.[CH:40](N1CCCCC1)=[O:41].Cl. Product: [F:37][C:15]([F:38])([O:16][C:17]1[CH:22]=[CH:21][C:20]([C:23]2[CH:28]=[C:27]([F:29])[C:26]([O:30][C:31]([F:34])([F:33])[F:32])=[C:25]([F:35])[CH:24]=2)=[C:19]([F:36])[CH:18]=1)[C:11]1[C:12]([F:14])=[CH:13][C:8]([CH:40]=[O:41])=[CH:9][C:10]=1[F:39]. The catalyst class is: 1. (2) Reactant: [OH:1][C:2]1[CH:3]=[C:4]2[C:9](=[CH:10][CH:11]=1)[CH2:8][NH:7][CH:6]([C:12]([OH:14])=[O:13])[CH2:5]2.[Cl:15][C:16]1[CH:21]=[CH:20][C:19]([N:22]=[C:23]=[O:24])=[CH:18][CH:17]=1. Product: [Cl:15][C:16]1[CH:21]=[CH:20][C:19]([NH:22][C:23]([CH:8]2[C:9]3[C:4](=[CH:3][C:2]([OH:1])=[CH:11][CH:10]=3)[CH2:5][CH:6]([C:12]([OH:14])=[O:13])[NH:7]2)=[O:24])=[CH:18][CH:17]=1. The catalyst class is: 3. (3) Reactant: [CH2:1]([O:8][C:9]1[CH:10]=[C:11]2[C:16](=[CH:17][CH:18]=1)[C:15](=[O:19])[N:14]([CH2:20][CH:21]([CH3:23])[CH3:22])[C:13]([CH2:24][N:25]1C(=O)C3C(=CC=CC=3)[C:26]1=[O:35])=[C:12]2[C:36]1[S:37][CH:38]=[CH:39][CH:40]=1)[C:2]1[CH:7]=[CH:6][CH:5]=[CH:4][CH:3]=1.O.NN.C(=O)([O-])O.[Na+].C(OC([O:51][C:52]([CH3:55])([CH3:54])[CH3:53])=O)([O:51][C:52]([CH3:55])([CH3:54])[CH3:53])=O. Product: [C:52]([O:51][C:26](=[O:35])[NH:25][CH2:24][C:13]1[N:14]([CH2:20][CH:21]([CH3:22])[CH3:23])[C:15](=[O:19])[C:16]2[C:11]([C:12]=1[C:36]1[S:37][CH:38]=[CH:39][CH:40]=1)=[CH:10][C:9]([O:8][CH2:1][C:2]1[CH:3]=[CH:4][CH:5]=[CH:6][CH:7]=1)=[CH:18][CH:17]=2)([CH3:55])([CH3:54])[CH3:53]. The catalyst class is: 40. (4) Reactant: [N:1]1[C:9]([CH:10]([OH:12])[CH3:11])=[C:8]2[C:4]([N:5]=[CH:6][NH:7]2)=[N:3][CH:2]=1.N1C=CN=C1.[Si:18](Cl)([C:21]([CH3:24])([CH3:23])[CH3:22])([CH3:20])[CH3:19]. Product: [O:12]([CH:10]([C:9]1[N:1]=[CH:2][N:3]=[C:4]2[C:8]=1[NH:7][CH:6]=[N:5]2)[CH3:11])[Si:18]([C:21]([CH3:24])([CH3:23])[CH3:22])([CH3:20])[CH3:19]. The catalyst class is: 9. (5) Reactant: [NH2:1][CH2:2][CH2:3][CH2:4][N:5]([CH3:10])[CH2:6][CH2:7][CH2:8][NH2:9].CO[C:13]1[C:29](=[O:30])[C:17]2[N:18]=[C:19]([C:21]([N:23]3[CH2:28][CH2:27][O:26][CH2:25][CH2:24]3)=[O:22])[S:20][C:16]=2[C:15](=[O:31])[CH:14]=1. Product: [CH3:10][N:5]([CH2:6][CH2:7][CH2:8][NH:9][C:13]1[C:29](=[O:30])[C:17]2[N:18]=[C:19]([C:21]([N:23]3[CH2:24][CH2:25][O:26][CH2:27][CH2:28]3)=[O:22])[S:20][C:16]=2[C:15](=[O:31])[CH:14]=1)[CH2:4][CH2:3][CH2:2][NH:1][C:13]1[C:29](=[O:30])[C:17]2[N:18]=[C:19]([C:21]([N:23]3[CH2:24][CH2:25][O:26][CH2:27][CH2:28]3)=[O:22])[S:20][C:16]=2[C:15](=[O:31])[CH:14]=1. The catalyst class is: 8. (6) Reactant: O.[NH2:2][NH2:3].Cl[C:5]1[C:14]2[C:9](=[CH:10][CH:11]=[CH:12][CH:13]=2)[CH:8]=[N:7][N:6]=1. Product: [CH:11]1[CH:12]=[CH:13][C:14]2[C:9](=[CH:8][N:7]=[N:6][C:5]=2[NH:2][NH2:3])[CH:10]=1. The catalyst class is: 8. (7) Reactant: Br[C:2]1[C:7]([CH3:8])=[CH:6][C:5]([Br:9])=[CH:4][N:3]=1.[Li]CCCC.CN([CH:18]=[O:19])C. Product: [Br:9][C:5]1[CH:6]=[C:7]([CH3:8])[C:2]([CH:18]=[O:19])=[N:3][CH:4]=1. The catalyst class is: 2. (8) Reactant: [Cl:1][C:2]1[CH:7]=[CH:6][C:5]([CH:8]2[CH2:13][CH2:12][CH:11]([S:14]([C:17]3[CH:22]=[CH:21][CH:20]=[C:19]([C:23]([F:26])([F:25])[F:24])[CH:18]=3)(=[O:16])=[O:15])[CH2:10][O:9]2)=[CH:4][CH:3]=1.[CH3:27]C([O-])(C)C.[K+].CI. Product: [Cl:1][C:2]1[CH:7]=[CH:6][C:5]([CH:8]2[CH2:13][CH2:12][C:11]([CH3:27])([S:14]([C:17]3[CH:22]=[CH:21][CH:20]=[C:19]([C:23]([F:24])([F:26])[F:25])[CH:18]=3)(=[O:15])=[O:16])[CH2:10][O:9]2)=[CH:4][CH:3]=1. The catalyst class is: 1.